The task is: Predict the product of the given reaction.. This data is from Forward reaction prediction with 1.9M reactions from USPTO patents (1976-2016). (1) Given the reactants [Br:1][C:2]1[CH:3]=[CH:4][C:5]2[O:9][C:8]([CH3:10])=[C:7]([O:11]C(=O)C)[C:6]=2[CH:15]=1.Cl, predict the reaction product. The product is: [Br:1][C:2]1[CH:3]=[CH:4][C:5]2[O:9][CH:8]([CH3:10])[C:7](=[O:11])[C:6]=2[CH:15]=1. (2) Given the reactants [C:1]([O:5][C:6]([N:8]1[CH2:22][CH2:21][C:11]2[NH:12][C:13]3[CH:14]=[C:15]([CH3:20])[CH:16]=[C:17]([CH3:19])[C:18]=3[C:10]=2[CH2:9]1)=[O:7])([CH3:4])([CH3:3])[CH3:2].[OH-].[K+].[CH3:25]OCCOC, predict the reaction product. The product is: [C:1]([O:5][C:6]([N:8]1[CH2:22][CH2:21][C:11]2[N:12]([CH3:25])[C:13]3[CH:14]=[C:15]([CH3:20])[CH:16]=[C:17]([CH3:19])[C:18]=3[C:10]=2[CH2:9]1)=[O:7])([CH3:4])([CH3:2])[CH3:3].